Task: Predict the reactants needed to synthesize the given product.. Dataset: Full USPTO retrosynthesis dataset with 1.9M reactions from patents (1976-2016) (1) Given the product [C:29]([N:26]1[CH2:25][CH2:24][N:23]([C:20]2[CH:21]=[CH:22][C:17]([NH:16][C:14](=[O:15])[CH2:13][C:10]3[CH:11]=[CH:12][C:7]([C:35]#[N:36])=[C:8]([Cl:32])[CH:9]=3)=[N:18][CH:19]=2)[CH2:28][CH2:27]1)(=[O:31])[CH3:30], predict the reactants needed to synthesize it. The reactants are: FC(F)(F)S(O[C:7]1[CH:12]=[CH:11][C:10]([CH2:13][C:14]([NH:16][C:17]2[CH:22]=[CH:21][C:20]([N:23]3[CH2:28][CH2:27][N:26]([C:29](=[O:31])[CH3:30])[CH2:25][CH2:24]3)=[CH:19][N:18]=2)=[O:15])=[CH:9][C:8]=1[Cl:32])(=O)=O.[CH3:35][N:36](C=O)C. (2) Given the product [CH3:49][C:18]([CH3:17])([CH3:50])[CH2:19][N:20]1[C:24]2[CH:25]=[CH:26][C:27]([O:32][CH2:2][CH2:3][CH2:4][CH2:5][O:6][C:7]3[CH:16]=[CH:15][C:10]([C:11]([OH:13])=[O:12])=[CH:9][CH:8]=3)=[C:28]([CH2:29][CH2:30][CH3:31])[C:23]=2[NH:22][NH:21]1, predict the reactants needed to synthesize it. The reactants are: Br[CH2:2][CH2:3][CH2:4][CH2:5][O:6][C:7]1[CH:16]=[CH:15][C:10]([C:11]([O:13]C)=[O:12])=[CH:9][CH:8]=1.[CH3:17][C:18]([CH3:50])([CH3:49])[CH2:19][N:20]1[C:24]2[CH:25]=[CH:26][C:27]([O:32]CCCCOC3C=CC(C4NN=NN=4)=CC=3)=[C:28]([CH2:29][CH2:30][CH3:31])[C:23]=2[N:22]=[N:21]1. (3) Given the product [C:1]12([C:11]3[CH:12]=[C:13]([C:20]4[CH:21]=[C:22]([CH:34]5[S:28][C:29]([N:35]6[CH2:40][CH2:39][O:38][CH2:37][CH2:36]6)=[N:31][C:32]5=[O:33])[CH:23]=[N:24][CH:25]=4)[CH:14]=[C:15]4[O:19][CH2:18][O:17][C:16]=34)[CH2:8][CH:7]3[CH2:6][CH:5]([CH2:4][CH:3]([CH2:9]3)[CH2:2]1)[CH2:10]2, predict the reactants needed to synthesize it. The reactants are: [C:1]12([C:11]3[CH:12]=[C:13]([C:20]4[CH:21]=[C:22](C=O)[CH:23]=[N:24][CH:25]=4)[CH:14]=[C:15]4[O:19][CH2:18][O:17][C:16]=34)[CH2:10][CH:5]3[CH2:6][CH:7]([CH2:9][CH:3]([CH2:4]3)[CH2:2]1)[CH2:8]2.[S:28]1[CH2:34][C:32](=[O:33])[NH:31][C:29]1=S.[NH:35]1[CH2:40][CH2:39][O:38][CH2:37][CH2:36]1. (4) Given the product [ClH:1].[ClH:1].[CH2:47]([N:25]([CH2:23][CH3:24])[CH2:26][CH2:27][NH:28][C:29]([C:31]1[C:44]2[C:39]([N:38]=[C:37]3[C:32]=1[CH:33]=[C:34]([I:46])[CH:35]=[CH:36]3)=[CH:40][CH:41]=[C:42]([I:45])[CH:43]=2)=[O:30])[CH3:48], predict the reactants needed to synthesize it. The reactants are: [ClH:1].C(N(CC)CCNC(C1C=CC2C(=CC=C(I)C=2)C=1)=O)C.[CH2:23]([N:25]([CH2:47][CH3:48])[CH2:26][CH2:27][NH:28][C:29]([C:31]1[C:32]2[C:37]([N:38]=[C:39]3[C:44]=1[CH:43]=[C:42]([I:45])[CH:41]=[CH:40]3)=[CH:36][CH:35]=[C:34]([I:46])[CH:33]=2)=[O:30])[CH3:24].[K+].[Br-]. (5) Given the product [NH2:33][C:16]([CH2:15][CH2:14][C:11]1[CH:10]=[CH:9][C:8]([F:7])=[CH:13][CH:12]=1)=[CH:19][C:20]([O:27][CH2:25][CH3:24])=[O:21], predict the reactants needed to synthesize it. The reactants are: C(Cl)(=O)C(Cl)=O.[F:7][C:8]1[CH:13]=[CH:12][C:11]([CH2:14][CH2:15][C:16](O)=O)=[CH:10][CH:9]=1.[CH3:19][C:20]1(C)[O:27][C:25](=O)[CH2:24]C(=O)[O:21]1.C([O-])(=O)C.[NH4+:33].C(O)(=O)C. (6) Given the product [OH:2][C:3]1[CH:28]=[CH:27][C:6]([CH2:7][C@@H:8]([CH2:12][CH2:13][C@H:14]([CH2:18][C:19]2[CH:20]=[CH:21][C:22]([OH:25])=[CH:23][CH:24]=2)[C:15]([OH:17])=[O:16])[C:9]([OH:11])=[O:10])=[CH:5][CH:4]=1, predict the reactants needed to synthesize it. The reactants are: C[O:2][C:3]1[CH:28]=[CH:27][C:6]([CH2:7][C@@H:8]([CH2:12][CH2:13][C@H:14]([CH2:18][C:19]2[CH:24]=[CH:23][C:22]([O:25]C)=[CH:21][CH:20]=2)[C:15]([OH:17])=[O:16])[C:9]([OH:11])=[O:10])=[CH:5][CH:4]=1.Br. (7) Given the product [CH3:1][C:2]1[CH:8]=[CH:7][C:6]([O:9][CH3:10])=[CH:5][C:3]=1[OH:12], predict the reactants needed to synthesize it. The reactants are: [CH3:1][C:2]1[CH:8]=[CH:7][C:6]([O:9][CH3:10])=[CH:5][C:3]=1N.N([O-])=[O:12].[Na+].